This data is from Forward reaction prediction with 1.9M reactions from USPTO patents (1976-2016). The task is: Predict the product of the given reaction. Given the reactants [Cl:1][C:2]1[CH:11]=[CH:10][C:9]2[S:12][C:13](=[O:14])[N:7]3[C:8]=2[C:3]=1[CH:4]([CH:15]=O)[CH2:5][CH2:6]3.C([NH:24][CH:25]1[CH2:30][CH2:29][NH:28][CH2:27][CH2:26]1)(OC(C)(C)C)=O.C(O)(C(F)(F)F)=O, predict the reaction product. The product is: [NH2:24][CH:25]1[CH2:30][CH2:29][N:28]([CH2:15][CH:4]2[C:3]3[C:8]4=[C:9]([S:12][C:13](=[O:14])[N:7]4[CH2:6][CH2:5]2)[CH:10]=[CH:11][C:2]=3[Cl:1])[CH2:27][CH2:26]1.